From a dataset of Catalyst prediction with 721,799 reactions and 888 catalyst types from USPTO. Predict which catalyst facilitates the given reaction. (1) Reactant: [Br:1][C:2]1[CH:3]=[C:4]([CH2:15]O)[CH:5]=[C:6]([C:8]2[CH:13]=[CH:12][C:11]([F:14])=[CH:10][CH:9]=2)[CH:7]=1.C1(P(C2C=CC=CC=2)C2C=CC=CC=2)C=CC=CC=1.[Br:36]N1C(=O)CCC1=O. Product: [Br:1][C:2]1[CH:7]=[C:6]([C:8]2[CH:13]=[CH:12][C:11]([F:14])=[CH:10][CH:9]=2)[CH:5]=[C:4]([CH2:15][Br:36])[CH:3]=1. The catalyst class is: 54. (2) Reactant: COC1C=CC(P2(=S)SP(=S)(C3C=CC(OC)=CC=3)[S:10]2)=CC=1.[C:23]([Si:27]([C:40]1[CH:45]=[CH:44][CH:43]=[CH:42][CH:41]=1)([C:34]1[CH:39]=[CH:38][CH:37]=[CH:36][CH:35]=1)[O:28][CH:29]([CH3:33])[C:30]([NH2:32])=O)([CH3:26])([CH3:25])[CH3:24]. Product: [Si:27]([O:28][CH:29]([CH3:33])[C:30](=[S:10])[NH2:32])([C:23]([CH3:24])([CH3:25])[CH3:26])([C:40]1[CH:41]=[CH:42][CH:43]=[CH:44][CH:45]=1)[C:34]1[CH:39]=[CH:38][CH:37]=[CH:36][CH:35]=1. The catalyst class is: 1. (3) Reactant: [CH:1]#[C:2][CH2:3][CH2:4][CH2:5][CH2:6][CH2:7][C:8]#[C:9][C:10]#[C:11][CH2:12][CH2:13][CH2:14][CH2:15][CH2:16][CH2:17][CH2:18][CH3:19].[I:20]I. Product: [I:20][C:1]#[C:2][CH2:3][CH2:4][CH2:5][CH2:6][CH2:7][C:8]#[C:9][C:10]#[C:11][CH2:12][CH2:13][CH2:14][CH2:15][CH2:16][CH2:17][CH2:18][CH3:19]. The catalyst class is: 1. (4) Reactant: C(Cl)(=O)C(Cl)=O.CS(C)=O.[Cl:11][C:12]1[CH:17]=[CH:16][C:15]([C@H:18]([N:27]2[CH2:30][CH:29]([OH:31])[CH2:28]2)[C:19]2[CH:20]=[C:21]([CH:24]=[CH:25][CH:26]=2)[C:22]#[N:23])=[CH:14][CH:13]=1.C(N(CC)CC)C.C([O-])(O)=O.[Na+]. Product: [Cl:11][C:12]1[CH:17]=[CH:16][C:15]([C@H:18]([N:27]2[CH2:28][C:29](=[O:31])[CH2:30]2)[C:19]2[CH:20]=[C:21]([CH:24]=[CH:25][CH:26]=2)[C:22]#[N:23])=[CH:14][CH:13]=1. The catalyst class is: 158. (5) Reactant: [C:1]1([CH:7](O)[CH2:8][CH2:9]OS(C2C=CC(C)=CC=2)(=O)=O)[CH:6]=[CH:5][CH:4]=[CH:3][CH:2]=1.[NH:22]1[CH2:27][CH2:26][CH:25]([N:28]([CH2:42][CH3:43])[C:29](=[O:41])[CH2:30][C:31]2[CH:36]=[CH:35][C:34]([S:37]([CH3:40])(=[O:39])=[O:38])=[CH:33][CH:32]=2)[CH2:24][CH2:23]1.C(=O)([O-])[O-].[K+].[K+].[Cl:50]CCl. Product: [C:1]1([CH:7]([Cl:50])[CH2:8][CH2:9][N:22]2[CH2:27][CH2:26][CH:25]([N:28]([CH2:42][CH3:43])[C:29](=[O:41])[CH2:30][C:31]3[CH:36]=[CH:35][C:34]([S:37]([CH3:40])(=[O:38])=[O:39])=[CH:33][CH:32]=3)[CH2:24][CH2:23]2)[CH:6]=[CH:5][CH:4]=[CH:3][CH:2]=1. The catalyst class is: 3. (6) Reactant: Cl.CN.C(O)C.[CH2:7]([N:9](CC)CC)C.[C:14]12[C:20](=[CH:21][CH:22]=[CH:23][CH:24]=1)[NH:19]C(=O)O[C:15]2=[O:16]. Product: [NH2:19][C:20]1[CH:21]=[CH:22][CH:23]=[CH:24][C:14]=1[C:15]([NH:9][CH3:7])=[O:16]. The catalyst class is: 13.